From a dataset of Reaction yield outcomes from USPTO patents with 853,638 reactions. Predict the reaction yield, written as a fraction of the theoretical maximum amount of product (1.0 means a 100% yield; for example, 0.34 means a 34% yield). (1) The reactants are [CH2:1]([C:3]1([CH2:7][O:8][CH2:9][CH2:10][CH2:11][CH2:12][CH2:13][CH2:14][O:15][C:16]2[CH:24]=[CH:23][C:19]([C:20]([OH:22])=[O:21])=[CH:18][CH:17]=2)[CH2:6][O:5][CH2:4]1)[CH3:2].[CH:34]1(N=C=N[CH:34]2[CH2:39][CH2:38][CH2:37][CH2:36][CH2:35]2)[CH2:39][CH2:38][CH2:37][CH2:36][CH2:35]1. The catalyst is CN(C)C1C=CN=CC=1.ClCCl. The product is [CH2:1]([C:3]1([CH2:7][O:8][CH2:9][CH2:10][CH2:11][CH2:12][CH2:13][CH2:14][O:15][C:16]2[CH:17]=[CH:18][C:19]([C:20]([O:22][C:34]3[C:39]4[C:38](=[CH:4][CH:3]=[CH:1][CH:2]=4)[C:37]([C:34]4[C:39]5[C:38](=[CH:9][CH:10]=[CH:11][CH:12]=5)[CH:37]=[CH:36][CH:35]=4)=[C:36]([O:22][C:20](=[O:21])[C:34]4[CH:35]=[CH:36][CH:37]=[CH:38][CH:39]=4)[CH:35]=3)=[O:21])=[CH:23][CH:24]=2)[CH2:6][O:5][CH2:4]1)[CH3:2]. The yield is 0.580. (2) The reactants are [Br:1][CH2:2][CH2:3][OH:4].C1C=CC(P(C2C=CC=CC=2)C2C=CC=CC=2)=CC=1.[NH:24]([C:38]([O:40][C:41]([CH3:44])([CH3:43])[CH3:42])=[O:39])[C@H:25]([C:34]([O:36][CH3:37])=[O:35])[CH2:26][C:27]1[CH:32]=[CH:31][C:30](O)=[CH:29][CH:28]=1.CCOC(/N=N/C(OCC)=O)=O. The catalyst is C1COCC1. The product is [Br:1][CH2:2][CH2:3][O:4][C:30]1[CH:29]=[CH:28][C:27]([CH2:26][C@H:25]([NH:24][C:38]([O:40][C:41]([CH3:44])([CH3:43])[CH3:42])=[O:39])[C:34]([O:36][CH3:37])=[O:35])=[CH:32][CH:31]=1. The yield is 0.500. (3) The reactants are [N:1]1[CH:6]=[CH:5][CH:4]=[C:3]2[CH2:7][CH2:8][CH2:9][CH2:10][CH:11](OC(=O)C)[C:2]=12.[N-:16]=[N+:17]=[N-:18].[Na+]. The catalyst is CN(C=O)C. The product is [N:16]([CH:11]1[C:2]2=[N:1][CH:6]=[CH:5][CH:4]=[C:3]2[CH2:7][CH2:8][CH2:9][CH2:10]1)=[N+:17]=[N-:18]. The yield is 0.420. (4) The reactants are [C:1]([C:5]1[CH:23]=[C:8]2[N:9]=[C:10]([CH3:22])[C:11]([CH:14]([CH2:19][CH2:20][CH3:21])[C:15]([O:17][CH3:18])=[O:16])=[C:12](Cl)[N:7]2[N:6]=1)([CH3:4])([CH3:3])[CH3:2].[F:24][C:25]1[CH:30]=[C:29]([F:31])[CH:28]=[CH:27][C:26]=1B(O)O.C(N(C(C)C)CC)(C)C. The catalyst is COCCOC.O. The product is [C:1]([C:5]1[CH:23]=[C:8]2[N:9]=[C:10]([CH3:22])[C:11]([CH:14]([CH2:19][CH2:20][CH3:21])[C:15]([O:17][CH3:18])=[O:16])=[C:12]([C:28]3[CH:27]=[CH:26][C:25]([F:24])=[CH:30][C:29]=3[F:31])[N:7]2[N:6]=1)([CH3:4])([CH3:3])[CH3:2]. The yield is 1.00. (5) The reactants are [F:1][C:2]1[CH:7]=[CH:6][C:5]([C:8](=O)[CH2:9][C:10]#[N:11])=[C:4]([CH3:13])[CH:3]=1.Cl.[CH3:15][C:16]1[CH:21]=[CH:20][CH:19]=[CH:18][C:17]=1[NH:22][NH2:23]. The catalyst is C1(C)C=CC=CC=1. The product is [F:1][C:2]1[CH:7]=[CH:6][C:5]([C:8]2[CH:9]=[C:10]([NH2:11])[N:22]([C:17]3[CH:18]=[CH:19][CH:20]=[CH:21][C:16]=3[CH3:15])[N:23]=2)=[C:4]([CH3:13])[CH:3]=1. The yield is 0.160. (6) The reactants are O=[C:2]1[N:7]([CH2:8][C:9]2[CH:14]=[CH:13][CH:12]=[CH:11][CH:10]=2)[C@H:6]([C:15]([NH:17][CH2:18][C:19]2[CH:24]=[CH:23][CH:22]=[CH:21][CH:20]=2)=O)[CH2:5][O:4][CH2:3]1.[H-].[H-].[H-].[H-].[Li+].[Al+3]. The catalyst is COCCOC. The product is [C:19]1([CH2:18][NH:17][CH2:15][C@@H:6]2[CH2:5][O:4][CH2:3][CH2:2][N:7]2[CH2:8][C:9]2[CH:14]=[CH:13][CH:12]=[CH:11][CH:10]=2)[CH:20]=[CH:21][CH:22]=[CH:23][CH:24]=1. The yield is 0.660.